From a dataset of Forward reaction prediction with 1.9M reactions from USPTO patents (1976-2016). Predict the product of the given reaction. Given the reactants [CH:1]1([CH:7]([NH:24][C:25]2[CH:33]=[CH:32][C:28]([C:29](O)=[O:30])=[CH:27][CH:26]=2)[C:8]2[O:9][C:10]([C:14]3[CH:19]=[CH:18][C:17]([C:20]([F:23])([F:22])[F:21])=[CH:16][CH:15]=3)=[CH:11][C:12]=2[CH3:13])[CH2:6][CH2:5][CH2:4][CH2:3][CH2:2]1.Cl.NCCC(OCC)=O.[CH3:43][NH:44][CH2:45][CH2:46][C:47]([O:49]CC)=[O:48].Cl.C(N=C=NCCCN(C)C)C.O.OC1C2N=NNC=2C=CC=1, predict the reaction product. The product is: [CH:1]1([CH:7]([NH:24][C:25]2[CH:33]=[CH:32][C:28]([C:29]([N:44]([CH3:43])[CH2:45][CH2:46][C:47]([OH:49])=[O:48])=[O:30])=[CH:27][CH:26]=2)[C:8]2[O:9][C:10]([C:14]3[CH:19]=[CH:18][C:17]([C:20]([F:22])([F:21])[F:23])=[CH:16][CH:15]=3)=[CH:11][C:12]=2[CH3:13])[CH2:6][CH2:5][CH2:4][CH2:3][CH2:2]1.